From a dataset of Forward reaction prediction with 1.9M reactions from USPTO patents (1976-2016). Predict the product of the given reaction. (1) The product is: [Si:19]([O:26][CH2:27][CH2:28][NH:29][C:30]1[CH:31]=[CH:32][C:33]([NH:36][C:16]([C:11]2[C:10]([NH:9][C:7]([C:5]3[S:6][C:2]([Cl:1])=[CH:3][CH:4]=3)=[O:8])=[CH:15][CH:14]=[CH:13][N:12]=2)=[O:18])=[CH:34][CH:35]=1)([C:22]([CH3:25])([CH3:24])[CH3:23])([CH3:21])[CH3:20]. Given the reactants [Cl:1][C:2]1[S:6][C:5]([C:7]([NH:9][C:10]2[C:11]([C:16]([OH:18])=O)=[N:12][CH:13]=[CH:14][CH:15]=2)=[O:8])=[CH:4][CH:3]=1.[Si:19]([O:26][CH2:27][CH2:28][NH:29][C:30]1[CH:35]=[CH:34][C:33]([NH2:36])=[CH:32][CH:31]=1)([C:22]([CH3:25])([CH3:24])[CH3:23])([CH3:21])[CH3:20].CN(C(ON1N=NC2C=CC=CC1=2)=[N+](C)C)C.[B-](F)(F)(F)F.C(N(CC)C(C)C)(C)C, predict the reaction product. (2) Given the reactants [CH2:1]([O:3][C:4](=[O:32])[C:5]([CH3:31])([CH3:30])[CH2:6][C:7]1[N:8]([CH2:22][C:23]2[CH:28]=[CH:27][C:26](Cl)=[CH:25][CH:24]=2)[C:9]2[C:14]([C:15]=1[S:16][C:17]([CH3:20])([CH3:19])[CH3:18])=[CH:13][C:12]([OH:21])=[CH:11][CH:10]=2)[CH3:2].[B:33]1([B:33]2[O:37][C:36]([CH3:39])([CH3:38])[C:35]([CH3:41])([CH3:40])[O:34]2)[O:37][C:36]([CH3:39])([CH3:38])[C:35]([CH3:41])([CH3:40])[O:34]1.CC([O-])=O.[K+], predict the reaction product. The product is: [CH2:1]([O:3][C:4](=[O:32])[C:5]([CH3:31])([CH3:30])[CH2:6][C:7]1[N:8]([CH2:22][C:23]2[CH:28]=[CH:27][C:26]([B:33]3[O:37][C:36]([CH3:39])([CH3:38])[C:35]([CH3:41])([CH3:40])[O:34]3)=[CH:25][CH:24]=2)[C:9]2[C:14]([C:15]=1[S:16][C:17]([CH3:20])([CH3:19])[CH3:18])=[CH:13][C:12]([OH:21])=[CH:11][CH:10]=2)[CH3:2]. (3) Given the reactants [CH2:1]([N:8]1[C:13](=[O:14])[C:12]([CH3:15])=[C:11]([CH3:16])[N:10]=[C:9]1[CH:17]([N:21]1[CH:25]=[C:24]([CH2:26][CH2:27][N:28]2C(=O)C3C(=CC=CC=3)C2=O)[N:23]=[C:22]1[C:39]1[CH:44]=[CH:43][C:42]([CH3:45])=[CH:41][CH:40]=1)[CH:18]([CH3:20])[CH3:19])[C:2]1[CH:7]=[CH:6][CH:5]=[CH:4][CH:3]=1.O.NN, predict the reaction product. The product is: [NH2:28][CH2:27][CH2:26][C:24]1[N:23]=[C:22]([C:39]2[CH:40]=[CH:41][C:42]([CH3:45])=[CH:43][CH:44]=2)[N:21]([CH:17]([C:9]2[N:8]([CH2:1][C:2]3[CH:3]=[CH:4][CH:5]=[CH:6][CH:7]=3)[C:13](=[O:14])[C:12]([CH3:15])=[C:11]([CH3:16])[N:10]=2)[CH:18]([CH3:20])[CH3:19])[CH:25]=1. (4) The product is: [CH3:1][N:2]1[CH2:3][CH2:4][N:5]([C:8]2[CH:9]=[CH:10][C:11]([NH:14][C:15]3[N:16]=[CH:17][C:18]4[C:24](=[O:25])[C:23]([C:26]([NH2:27])=[O:34])=[CH:22][N:21]([C:28]5[CH:33]=[CH:32][CH:31]=[CH:30][CH:29]=5)[C:19]=4[N:20]=3)=[CH:12][CH:13]=2)[CH2:6][CH2:7]1. Given the reactants [CH3:1][N:2]1[CH2:7][CH2:6][N:5]([C:8]2[CH:13]=[CH:12][C:11]([NH:14][C:15]3[N:16]=[CH:17][C:18]4[C:24](=[O:25])[C:23]([C:26]#[N:27])=[CH:22][N:21]([C:28]5[CH:33]=[CH:32][CH:31]=[CH:30][CH:29]=5)[C:19]=4[N:20]=3)=[CH:10][CH:9]=2)[CH2:4][CH2:3]1.[OH-:34].[K+].O, predict the reaction product. (5) Given the reactants C(OC(O[CH2:8][CH3:9])CBr)C.COCCOC.C(=O)([O-])O.[Na+].[N:21]1[CH:26]=[CH:25][N:24]=[C:23]([NH2:27])[N:22]=1, predict the reaction product. The product is: [N:21]1[N:22]2[CH:9]=[CH:8][N:27]=[C:23]2[N:24]=[CH:25][CH:26]=1.